Dataset: Full USPTO retrosynthesis dataset with 1.9M reactions from patents (1976-2016). Task: Predict the reactants needed to synthesize the given product. (1) Given the product [NH2:48]/[C:44](=[N:43]\[O:10][C:9]([C@H:8]([CH2:12][CH2:13][CH2:14][CH:15]1[CH2:16][CH2:17][CH2:18][CH2:19][CH2:20]1)[CH2:7][C:6]([O:5][C:1]([CH3:4])([CH3:2])[CH3:3])=[O:21])=[O:11])/[C:45]([NH2:47])=[O:46], predict the reactants needed to synthesize it. The reactants are: [C:1]([O:5][C:6](=[O:21])[CH2:7][C@@H:8]([CH2:12][CH2:13][CH2:14][CH:15]1[CH2:20][CH2:19][CH2:18][CH2:17][CH2:16]1)[C:9]([OH:11])=[O:10])([CH3:4])([CH3:3])[CH3:2].C(N1C=CN=C1)(N1C=CN=C1)=O.CN(C)N1C=CC=CC1.[NH2:43][C:44](=[N:48]O)[C:45]([NH2:47])=[O:46]. (2) The reactants are: [Cl:1][C:2]1[CH:3]=[C:4]([C:12]2[CH:17]=[C:16]([C:18]([F:21])([F:20])[F:19])[N:15]3[N:22]=[CH:23][C:24]([C:25]([OH:27])=O)=[C:14]3[N:13]=2)[CH:5]=[CH:6][C:7]=1[C:8]([F:11])([F:10])[F:9].[NH2:28][C:29]1[N:34]=[CH:33][C:32]([C:35]([NH:37]O)=[NH:36])=[CH:31][N:30]=1. Given the product [Cl:1][C:2]1[CH:3]=[C:4]([C:12]2[CH:17]=[C:16]([C:18]([F:21])([F:19])[F:20])[N:15]3[N:22]=[CH:23][C:24]([C:25]4[O:27][N:37]=[C:35]([C:32]5[CH:31]=[N:30][C:29]([NH2:28])=[N:34][CH:33]=5)[N:36]=4)=[C:14]3[N:13]=2)[CH:5]=[CH:6][C:7]=1[C:8]([F:11])([F:9])[F:10], predict the reactants needed to synthesize it. (3) Given the product [ClH:17].[Cl:17][C:18]1[CH:19]=[C:20]([CH2:25][C:26]([N:2]([C@@H:3]([C:11]2[CH:16]=[CH:15][CH:14]=[CH:13][CH:12]=2)[CH2:4][N:5]2[CH2:9][CH2:8][C@H:7]([OH:10])[CH2:6]2)[CH3:1])=[O:28])[CH:21]=[CH:22][C:23]=1[Cl:24], predict the reactants needed to synthesize it. The reactants are: [CH3:1][NH:2][C@@H:3]([C:11]1[CH:16]=[CH:15][CH:14]=[CH:13][CH:12]=1)[CH2:4][N:5]1[CH2:9][CH2:8][C@H:7]([OH:10])[CH2:6]1.[Cl:17][C:18]1[CH:19]=[C:20]([CH2:25][C:26]([OH:28])=O)[CH:21]=[CH:22][C:23]=1[Cl:24].C(N(CC)C(C)C)(C)C.F[B-](F)(F)F.N1(OC(N(C)C)=[N+](C)C)C2C=CC=CC=2N=N1. (4) Given the product [F:17][C:18]1[CH:23]=[C:22]([F:24])[CH:21]=[CH:20][C:19]=1[C:25]1[N:26]=[C:27]([N:31]2[CH2:32][CH2:33][N:34]([C:9]([NH:8][C:5]3[O:4][N:3]=[C:2]([CH3:1])[C:6]=3[CH3:7])=[O:16])[CH2:35][CH2:36]2)[CH:28]=[N:29][CH:30]=1, predict the reactants needed to synthesize it. The reactants are: [CH3:1][C:2]1[C:6]([CH3:7])=[C:5]([NH:8][C:9](=[O:16])OCC(Cl)(Cl)Cl)[O:4][N:3]=1.[F:17][C:18]1[CH:23]=[C:22]([F:24])[CH:21]=[CH:20][C:19]=1[C:25]1[CH:30]=[N:29][CH:28]=[C:27]([N:31]2[CH2:36][CH2:35][NH:34][CH2:33][CH2:32]2)[N:26]=1.